Dataset: Full USPTO retrosynthesis dataset with 1.9M reactions from patents (1976-2016). Task: Predict the reactants needed to synthesize the given product. (1) Given the product [NH2:18][C@:7]1([C:11]([OH:13])=[O:12])[C:8]2[C:4](=[CH:3][C:2]([Br:1])=[CH:10][CH:9]=2)[CH2:5][CH2:6]1, predict the reactants needed to synthesize it. The reactants are: [Br:1][C:2]1[CH:3]=[C:4]2[C:8](=[CH:9][CH:10]=1)[C@:7]([NH:18]C(=O)C(F)(F)F)([C:11]([O:13]CCCC)=[O:12])[CH2:6][CH2:5]2.Cl. (2) Given the product [Cl:12][C:13]1[CH:19]=[CH:18][C:16]([NH:17][CH2:1][C:3]2[CH:11]=[CH:10][C:6]([C:7]([OH:9])=[O:8])=[CH:5][CH:4]=2)=[CH:15][CH:14]=1, predict the reactants needed to synthesize it. The reactants are: [CH:1]([C:3]1[CH:11]=[CH:10][C:6]([C:7]([OH:9])=[O:8])=[CH:5][CH:4]=1)=O.[Cl:12][C:13]1[CH:19]=[CH:18][C:16]([NH2:17])=[CH:15][CH:14]=1.CC([O-])=O.C([BH3-])#N.[Na+]. (3) Given the product [NH2:1][C:2]([C:4]1[CH:5]=[N:6][C:7]2[C:12]([C:13]=1[NH:14][C:15]1[CH:16]=[C:17]([CH:21]=[C:22]([O:24][CH3:25])[CH:23]=1)[C:18]([OH:20])=[O:19])=[CH:11][CH:10]=[C:9]([C:32]1[C:28]([CH3:27])=[N:29][O:30][C:31]=1[CH3:36])[CH:8]=2)=[O:3], predict the reactants needed to synthesize it. The reactants are: [NH2:1][C:2]([C:4]1[CH:5]=[N:6][C:7]2[C:12]([C:13]=1[NH:14][C:15]1[CH:16]=[C:17]([CH:21]=[C:22]([O:24][CH3:25])[CH:23]=1)[C:18]([OH:20])=[O:19])=[CH:11][CH:10]=[C:9](Br)[CH:8]=2)=[O:3].[CH3:27][C:28]1[C:32](B(O)O)=[C:31]([CH3:36])[O:30][N:29]=1.C(=O)([O-])[O-].[K+].[K+]. (4) The reactants are: [CH3:1][O:2][C:3]([C:5]1[C:6]([OH:24])=[C:7]2[C:12](=[C:13](Br)[N:14]=1)[N:11]([CH3:16])[C:10](=[O:17])[C:9]([C:18]1[CH:23]=[CH:22][CH:21]=[CH:20][CH:19]=1)=[CH:8]2)=[O:4].C([Sn](CCCC)(CCCC)[C:30]1[CH:31]=[N:32][CH:33]=[CH:34][CH:35]=1)CCC.CCOC(C)=O.Cl. Given the product [CH3:1][O:2][C:3]([C:5]1[C:6]([OH:24])=[C:7]2[C:12](=[C:13]([C:30]3[CH:31]=[N:32][CH:33]=[CH:34][CH:35]=3)[N:14]=1)[N:11]([CH3:16])[C:10](=[O:17])[C:9]([C:18]1[CH:23]=[CH:22][CH:21]=[CH:20][CH:19]=1)=[CH:8]2)=[O:4], predict the reactants needed to synthesize it.